From a dataset of Forward reaction prediction with 1.9M reactions from USPTO patents (1976-2016). Predict the product of the given reaction. (1) Given the reactants [NH2:1][C:2]1[CH:30]=[CH:29][C:5]2[NH:6][C:7]([C:12]3[C:13](=[O:28])[N:14]([CH2:23][CH2:24][CH:25]([CH3:27])[CH3:26])[C:15]4[C:20]([C:21]=3[OH:22])=[CH:19][CH:18]=[CH:17][N:16]=4)=[N:8][S:9](=[O:11])(=[O:10])[C:4]=2[CH:3]=1.[Cl:31][C:32]1[CH:37]=[CH:36][CH:35]=[CH:34][C:33]=1[S:38](Cl)(=[O:40])=[O:39], predict the reaction product. The product is: [Cl:31][C:32]1[CH:37]=[CH:36][CH:35]=[CH:34][C:33]=1[S:38]([NH:1][C:2]1[CH:30]=[CH:29][C:5]2[NH:6][C:7]([C:12]3[C:13](=[O:28])[N:14]([CH2:23][CH2:24][CH:25]([CH3:27])[CH3:26])[C:15]4[C:20]([C:21]=3[OH:22])=[CH:19][CH:18]=[CH:17][N:16]=4)=[N:8][S:9](=[O:11])(=[O:10])[C:4]=2[CH:3]=1)(=[O:40])=[O:39]. (2) Given the reactants Br[CH2:2][C:3]([C:5]1[C:6]([C:11]2[CH:16]=[CH:15][CH:14]=[CH:13][CH:12]=2)=[N:7][O:8][C:9]=1[CH3:10])=O.[NH2:17][C:18]1[C:23]([O:24][CH2:25][C:26]2[CH:31]=[CH:30][CH:29]=[CH:28][CH:27]=2)=[CH:22][CH:21]=[CH:20][N:19]=1, predict the reaction product. The product is: [CH2:25]([O:24][C:23]1[C:18]2[N:19]([CH:2]=[C:3]([C:5]3[C:6]([C:11]4[CH:16]=[CH:15][CH:14]=[CH:13][CH:12]=4)=[N:7][O:8][C:9]=3[CH3:10])[N:17]=2)[CH:20]=[CH:21][CH:22]=1)[C:26]1[CH:27]=[CH:28][CH:29]=[CH:30][CH:31]=1. (3) Given the reactants C([O:3][C:4](=[O:43])[CH2:5][CH2:6][NH:7][C:8]1[S:9][C:10](=[CH:14][C:15]2[CH:20]=[CH:19][C:18]([N:21]3[CH2:26][CH2:25][CH:24]([NH:27][CH2:28][C@H:29]([OH:42])[CH2:30][O:31][C:32]4[C:40]5[NH:39][C:38](=[O:41])[NH:37][C:36]=5[CH:35]=[CH:34][CH:33]=4)[CH2:23][CH2:22]3)=[CH:17][CH:16]=2)[C:11](=[O:13])[N:12]=1)C.[OH-].[Na+], predict the reaction product. The product is: [OH:42][C@H:29]([CH2:30][O:31][C:32]1[C:40]2[NH:39][C:38](=[O:41])[NH:37][C:36]=2[CH:35]=[CH:34][CH:33]=1)[CH2:28][NH:27][CH:24]1[CH2:23][CH2:22][N:21]([C:18]2[CH:19]=[CH:20][C:15]([CH:14]=[C:10]3[S:9][C:8]([NH:7][CH2:6][CH2:5][C:4]([OH:43])=[O:3])=[N:12][C:11]3=[O:13])=[CH:16][CH:17]=2)[CH2:26][CH2:25]1. (4) Given the reactants S1C=CC=C1.CC(C[AlH]CC(C)C)C.[F:15][C:16]([F:25])([F:24])[C:17]1[S:21][CH:20]=[C:19]([C:22]#N)[CH:18]=1.[OH:26]S(O)(=O)=O, predict the reaction product. The product is: [F:15][C:16]([F:25])([F:24])[C:17]1[S:21][CH:20]=[C:19]([CH:22]=[O:26])[CH:18]=1. (5) Given the reactants [Cl:1][C:2]1[CH:8]=[CH:7][C:5]([NH2:6])=[C:4]([I:9])[CH:3]=1.[Cl:10][C:11]1[CH:19]=[CH:18][C:17]([Cl:20])=[CH:16][C:12]=1[C:13](Cl)=[O:14], predict the reaction product. The product is: [Cl:10][C:11]1[CH:19]=[CH:18][C:17]([Cl:20])=[CH:16][C:12]=1[C:13]([NH:6][C:5]1[CH:7]=[CH:8][C:2]([Cl:1])=[CH:3][C:4]=1[I:9])=[O:14]. (6) Given the reactants [NH:1]1[CH2:6][CH2:5][C:4]2([O:11][C:10]3[C:12]4[C:17]([C:18](=[O:21])[C:19](=[O:20])[C:9]=3[S:8][CH2:7]2)=[CH:16][CH:15]=[CH:14][CH:13]=4)[CH2:3][CH2:2]1.Br[CH:23]([CH3:25])[CH3:24], predict the reaction product. The product is: [CH:23]([N:1]1[CH2:2][CH2:3][C:4]2([O:11][C:10]3[C:12]4[C:17]([C:18](=[O:21])[C:19](=[O:20])[C:9]=3[S:8][CH2:7]2)=[CH:16][CH:15]=[CH:14][CH:13]=4)[CH2:5][CH2:6]1)([CH3:25])[CH3:24].